Dataset: Reaction yield outcomes from USPTO patents with 853,638 reactions. Task: Predict the reaction yield, written as a fraction of the theoretical maximum amount of product (1.0 means a 100% yield; for example, 0.34 means a 34% yield). (1) The reactants are [Cl:1][CH2:2][C:3]1[CH:4]=[C:5]([N:13]2[C:17]([C:18]3[CH:23]=[CH:22][C:21]([C:24]4[O:25][CH:26]=[CH:27][CH:28]=4)=[CH:20][CH:19]=3)=[CH:16][C:15]([C:29]([F:32])([F:31])[F:30])=[N:14]2)[CH:6]=[CH:7][C:8]=1[S:9]([CH3:12])(=[O:11])=[O:10].C1(=O)[NH:37]C(=O)C2=CC=CC=C12.[K].O. The catalyst is CN(C=O)C. The product is [ClH:1].[O:25]1[CH:26]=[CH:27][CH:28]=[C:24]1[C:21]1[CH:22]=[CH:23][C:18]([C:17]2[N:13]([C:5]3[CH:6]=[CH:7][C:8]([S:9]([CH3:12])(=[O:11])=[O:10])=[C:3]([CH2:2][NH2:37])[CH:4]=3)[N:14]=[C:15]([C:29]([F:32])([F:31])[F:30])[CH:16]=2)=[CH:19][CH:20]=1. The yield is 0.700. (2) The reactants are [C:1]([O:5][C:6](=[O:22])[NH:7][C@@H:8]1[CH2:13][CH2:12][CH2:11][CH2:10][C@H:9]1[O:14]CC1C=CC=CC=1)([CH3:4])([CH3:3])[CH3:2].C(OCC)(=O)C. The catalyst is [Pd].CO. The product is [C:1]([O:5][C:6](=[O:22])[NH:7][C@@H:8]1[CH2:13][CH2:12][CH2:11][CH2:10][C@H:9]1[OH:14])([CH3:4])([CH3:2])[CH3:3]. The yield is 0.950. (3) The reactants are [N:1]([C@H:4]1[C@H:8]([O:9][C:10]2[CH:15]=[CH:14][C:13]([Cl:16])=[C:12]([F:17])[CH:11]=2)[CH2:7][N:6]([CH3:18])[CH2:5]1)=[N+]=[N-].C1C=CC(P(C2C=CC=CC=2)C2C=CC=CC=2)=CC=1.C1COCC1. The catalyst is O. The product is [Cl:16][C:13]1[CH:14]=[CH:15][C:10]([O:9][C@@H:8]2[CH2:7][N:6]([CH3:18])[CH2:5][C@H:4]2[NH2:1])=[CH:11][C:12]=1[F:17]. The yield is 0.210. (4) The reactants are [CH2:1]([O:8][NH:9][C:10](=[O:32])[CH2:11][C@H:12]([C:22]1[O:23][CH:24]=[C:25]([C:27](OCC)=[O:28])[N:26]=1)[CH2:13][CH2:14][CH2:15][CH:16]1[CH2:21][CH2:20][CH2:19][CH2:18][CH2:17]1)[C:2]1[CH:7]=[CH:6][CH:5]=[CH:4][CH:3]=1.CC(C[AlH]CC(C)C)C.C([O-])(O)=O.[Na+].[O-]S([O-])(=O)=O.[Mg+2]. The product is [CH2:1]([O:8][NH:9][C:10](=[O:32])[CH2:11][C@H:12]([C:22]1[O:23][CH:24]=[C:25]([CH:27]=[O:28])[N:26]=1)[CH2:13][CH2:14][CH2:15][CH:16]1[CH2:21][CH2:20][CH2:19][CH2:18][CH2:17]1)[C:2]1[CH:7]=[CH:6][CH:5]=[CH:4][CH:3]=1. The yield is 0.450. The catalyst is C1(C)C=CC=CC=1.CCOC(C)=O.CO.